From a dataset of Catalyst prediction with 721,799 reactions and 888 catalyst types from USPTO. Predict which catalyst facilitates the given reaction. (1) Reactant: [CH2:1]([S:3][CH:4]([S:13][CH2:14][CH3:15])[C@@H:5]([OH:12])[C@H:6]([OH:11])[C@H:7]([OH:10])[CH2:8][OH:9])[CH3:2].[CH:16]([Si:19](Cl)([CH:23]([CH3:25])[CH3:24])[CH:20]([CH3:22])[CH3:21])([CH3:18])[CH3:17]. Product: [CH2:14]([S:13][CH:4]([S:3][CH2:1][CH3:2])[C@@H:5]([OH:12])[C@H:6]([OH:11])[C@H:7]([OH:10])[CH2:8][O:9][Si:19]([CH:23]([CH3:25])[CH3:24])([CH:20]([CH3:22])[CH3:21])[CH:16]([CH3:18])[CH3:17])[CH3:15]. The catalyst class is: 537. (2) Reactant: C([O-])([O-])=O.[K+].[K+].Cl[CH2:8][C:9]1[CH:14]=[CH:13][C:12]([O:15][CH3:16])=[CH:11][CH:10]=1.[NH:17]1[CH:21]=[C:20]([C:22]([O:24][CH2:25][CH3:26])=[O:23])[CH:19]=[N:18]1. Product: [CH3:16][O:15][C:12]1[CH:13]=[CH:14][C:9]([CH2:8][N:17]2[CH:21]=[C:20]([C:22]([O:24][CH2:25][CH3:26])=[O:23])[CH:19]=[N:18]2)=[CH:10][CH:11]=1. The catalyst class is: 10. (3) Reactant: [C:1]([O:5][C:6]([NH:8][C:9]1([C@@H:12]2[CH2:16][CH2:15][N:14]([C@H](C3C=CC=CC=3)C)[CH2:13]2)[CH2:11][CH2:10]1)=[O:7])([CH3:4])([CH3:3])[CH3:2].[CH2:25]([O:32][C:33](Cl)=[O:34])[C:26]1[CH:31]=[CH:30][CH:29]=[CH:28][CH:27]=1. Product: [CH2:25]([O:32][C:33]([N:14]1[CH2:15][CH2:16][C@@H:12]([C:9]2([NH:8][C:6]([O:5][C:1]([CH3:4])([CH3:3])[CH3:2])=[O:7])[CH2:11][CH2:10]2)[CH2:13]1)=[O:34])[C:26]1[CH:31]=[CH:30][CH:29]=[CH:28][CH:27]=1. The catalyst class is: 4. (4) Reactant: [Cl:1][C:2]1[CH:3]=[CH:4][C:5]([O:25][CH:26]([F:28])[F:27])=[C:6]([C:8]2[C:12]([NH:13][C:14]([C:16]3[CH:17]=[N:18][N:19]4[CH:24]=[CH:23][CH:22]=[N:21][C:20]=34)=[O:15])=[CH:11][NH:10][N:9]=2)[CH:7]=1.Cl[CH2:30][C:31]([N:33]1[CH2:42][CH2:41][C:36]2([O:40][CH2:39][CH2:38][O:37]2)[CH2:35][CH2:34]1)=[O:32].C([O-])([O-])=O.[Cs+].[Cs+]. Product: [Cl:1][C:2]1[CH:3]=[CH:4][C:5]([O:25][CH:26]([F:28])[F:27])=[C:6]([C:8]2[C:12]([NH:13][C:14]([C:16]3[CH:17]=[N:18][N:19]4[CH:24]=[CH:23][CH:22]=[N:21][C:20]=34)=[O:15])=[CH:11][N:10]([CH2:30][C:31]([N:33]3[CH2:34][CH2:35][C:36]4([O:40][CH2:39][CH2:38][O:37]4)[CH2:41][CH2:42]3)=[O:32])[N:9]=2)[CH:7]=1. The catalyst class is: 18.